Dataset: Full USPTO retrosynthesis dataset with 1.9M reactions from patents (1976-2016). Task: Predict the reactants needed to synthesize the given product. Given the product [CH3:31][C:29]([C:32]1[CH:14]=[CH:3][C:4]([O:6][CH2:7][CH:8]2[O:11][CH2:10]2)=[CH:34][CH:33]=1)([C:26]1[CH:27]=[CH:28][C:23]([O:22][CH2:20][CH:19]2[O:21][CH2:18]2)=[CH:24][CH:25]=1)[CH3:30].[CH:19]([O:21][CH2:18][CH2:16][O:17][CH2:36][CH2:35][O:38][CH2:8][CH2:7][O:6][CH:4]=[CH2:3])=[CH2:20], predict the reactants needed to synthesize it. The reactants are: OC[C:3]([CH3:14])(C)[C:4]([O:6][CH2:7][C:8](C)([CH2:10][OH:11])C)=O.C1[O:17][CH2:16]1.[CH2:18]1[O:21][CH:19]1[CH3:20].[OH:22][C:23]1[CH:28]=[CH:27][C:26]([C:29]([C:32]2C=[CH:36][C:35]([OH:38])=[CH:34][CH:33]=2)([CH3:31])[CH3:30])=[CH:25][CH:24]=1.